From a dataset of Peptide-MHC class I binding affinity with 185,985 pairs from IEDB/IMGT. Regression. Given a peptide amino acid sequence and an MHC pseudo amino acid sequence, predict their binding affinity value. This is MHC class I binding data. (1) The peptide sequence is AMKAQFERDL. The MHC is HLA-A68:02 with pseudo-sequence HLA-A68:02. The binding affinity (normalized) is 0. (2) The peptide sequence is RHDITGFIL. The MHC is HLA-B27:05 with pseudo-sequence HLA-B27:05. The binding affinity (normalized) is 0.0847. (3) The peptide sequence is DYNFVKQLF. The MHC is HLA-A29:02 with pseudo-sequence HLA-A29:02. The binding affinity (normalized) is 0.0884.